Dataset: Forward reaction prediction with 1.9M reactions from USPTO patents (1976-2016). Task: Predict the product of the given reaction. (1) Given the reactants [CH:1]1([C:5]2([C:8]3[N:13]=[C:12]4[S:14][C:15]([C:17]5[CH:24]=[CH:23][C:20]([CH:21]=O)=[CH:19][C:18]=5[F:25])=[N:16][C:11]4=[CH:10][CH:9]=3)[CH2:7][CH2:6]2)[CH2:4][CH2:3][CH2:2]1.Cl.[NH:27]1[CH2:30][CH:29]([C:31]([O:33][CH3:34])=[O:32])[CH2:28]1, predict the reaction product. The product is: [CH:1]1([C:5]2([C:8]3[N:13]=[C:12]4[S:14][C:15]([C:17]5[CH:24]=[CH:23][C:20]([CH2:21][N:27]6[CH2:30][CH:29]([C:31]([O:33][CH3:34])=[O:32])[CH2:28]6)=[CH:19][C:18]=5[F:25])=[N:16][C:11]4=[CH:10][CH:9]=3)[CH2:6][CH2:7]2)[CH2:4][CH2:3][CH2:2]1. (2) Given the reactants [C:1]([C:4]1[CH:9]=[CH:8][CH:7]=[CH:6][CH:5]=1)(=[O:3])[CH3:2].[C:10]([C:14]1[CH:22]=[CH:21][C:17]([C:18](Cl)=[O:19])=[CH:16][CH:15]=1)([CH3:13])([CH3:12])[CH3:11], predict the reaction product. The product is: [C:10]([C:14]1[CH:15]=[CH:16][C:17]([C:18]([O:3][C:1]([C:4]2[CH:9]=[CH:8][CH:7]=[CH:6][CH:5]=2)=[CH2:2])=[O:19])=[CH:21][CH:22]=1)([CH3:13])([CH3:11])[CH3:12]. (3) Given the reactants Cl.Cl.[O:3]1[C:7]2[CH:8]=[CH:9][CH:10]=[C:11]([CH:12]3[CH2:17][CH2:16][N:15]([CH2:18][CH2:19][C@H:20]4[CH2:25][CH2:24][C@H:23]([NH2:26])[CH2:22][CH2:21]4)[CH2:14][CH2:13]3)[C:6]=2[CH2:5][CH2:4]1.[CH3:27][C:28]1[CH:32]=[C:31]([C:33](O)=[O:34])[O:30][N:29]=1, predict the reaction product. The product is: [O:3]1[C:7]2[CH:8]=[CH:9][CH:10]=[C:11]([CH:12]3[CH2:17][CH2:16][N:15]([CH2:18][CH2:19][C@H:20]4[CH2:21][CH2:22][C@H:23]([NH:26][C:33]([C:31]5[O:30][N:29]=[C:28]([CH3:27])[CH:32]=5)=[O:34])[CH2:24][CH2:25]4)[CH2:14][CH2:13]3)[C:6]=2[CH2:5][CH2:4]1.